This data is from Peptide-MHC class I binding affinity with 185,985 pairs from IEDB/IMGT. The task is: Regression. Given a peptide amino acid sequence and an MHC pseudo amino acid sequence, predict their binding affinity value. This is MHC class I binding data. (1) The peptide sequence is QRNGRIDRY. The MHC is HLA-B39:01 with pseudo-sequence HLA-B39:01. The binding affinity (normalized) is 0.0847. (2) The peptide sequence is VAEDLNLGNL. The MHC is Patr-A0301 with pseudo-sequence Patr-A0301. The binding affinity (normalized) is 0. (3) The peptide sequence is EVFEIIRSY. The MHC is HLA-A69:01 with pseudo-sequence HLA-A69:01. The binding affinity (normalized) is 0.0847. (4) The binding affinity (normalized) is 0.845. The MHC is HLA-A68:01 with pseudo-sequence HLA-A68:01. The peptide sequence is SSKGLACYR. (5) The peptide sequence is NVLAWLYAA. The MHC is HLA-A68:02 with pseudo-sequence HLA-A68:02. The binding affinity (normalized) is 0.662.